From a dataset of Catalyst prediction with 721,799 reactions and 888 catalyst types from USPTO. Predict which catalyst facilitates the given reaction. (1) Product: [CH:1]1([CH:4]([C:8]2[CH:13]=[CH:12][CH:11]=[CH:10][CH:9]=2)[C:5]([NH:21][C:22]2[CH:23]=[C:24]3[C:28](=[CH:29][CH:30]=2)[NH:27][N:26]=[C:25]3[C:31]2[CH:32]=[CH:33][C:34]([N:37]3[CH2:38][CH2:39][CH:40]([OH:43])[CH2:41][CH2:42]3)=[CH:35][CH:36]=2)=[O:7])[CH2:2][CH2:3]1.[C:16]([OH:18])([C:15]([F:20])([F:19])[F:14])=[O:17]. Reactant: [CH:1]1([CH:4]([C:8]2[CH:13]=[CH:12][CH:11]=[CH:10][CH:9]=2)[C:5]([OH:7])=O)[CH2:3][CH2:2]1.[F:14][C:15]([F:20])([F:19])[C:16]([OH:18])=[O:17].[NH2:21][C:22]1[CH:23]=[C:24]2[C:28](=[CH:29][CH:30]=1)[NH:27][N:26]=[C:25]2[C:31]1[CH:36]=[CH:35][C:34]([N:37]2[CH2:42][CH2:41][CH:40]([OH:43])[CH2:39][CH2:38]2)=[CH:33][CH:32]=1.CCN(C(C)C)C(C)C.CN(C(ON1N=NC2C=CC=CC1=2)=[N+](C)C)C.[B-](F)(F)(F)F. The catalyst class is: 3. (2) Reactant: [N:1]([CH2:4][CH2:5][CH2:6][C:7]1([C:20]2[CH:25]=[CH:24][CH:23]=[CH:22][CH:21]=2)[NH:11][N:10]=[C:9]([C:12]2[CH:17]=[C:16]([F:18])[CH:15]=[CH:14][C:13]=2[F:19])[S:8]1)=[N+:2]=[N-:3].[C:26](N1C=CN=C1)([N:28]1[CH:32]=[CH:31][N:30]=[CH:29]1)=[O:27]. Product: [N:1]([CH2:4][CH2:5][CH2:6][C:7]1([C:20]2[CH:25]=[CH:24][CH:23]=[CH:22][CH:21]=2)[N:11]([C:26]([N:28]2[CH:32]=[CH:31][N:30]=[CH:29]2)=[O:27])[N:10]=[C:9]([C:12]2[CH:17]=[C:16]([F:18])[CH:15]=[CH:14][C:13]=2[F:19])[S:8]1)=[N+:2]=[N-:3]. The catalyst class is: 1. (3) Reactant: [CH3:1][C:2]([CH3:39])([CH3:38])[C@@H:3]([NH:11][C:12]([C:14]1[C:22]2[C:17](=[N:18][CH:19]=[C:20]([C:23]3[CH:24]=[N:25][N:26]([CH2:28][CH3:29])[CH:27]=3)[N:21]=2)[N:16](COCC[Si](C)(C)C)[CH:15]=1)=[O:13])[C:4]([N:6]1[CH2:10][CH2:9][CH2:8][CH2:7]1)=[O:5].C(O)(C(F)(F)F)=O. Product: [CH3:1][C:2]([CH3:38])([CH3:39])[C@@H:3]([NH:11][C:12]([C:14]1[C:22]2[C:17](=[N:18][CH:19]=[C:20]([C:23]3[CH:24]=[N:25][N:26]([CH2:28][CH3:29])[CH:27]=3)[N:21]=2)[NH:16][CH:15]=1)=[O:13])[C:4]([N:6]1[CH2:10][CH2:9][CH2:8][CH2:7]1)=[O:5]. The catalyst class is: 2.